The task is: Predict which catalyst facilitates the given reaction.. This data is from Catalyst prediction with 721,799 reactions and 888 catalyst types from USPTO. Reactant: [NH2:1][C:2]1[C:3]([C:7]2[N:8]([CH2:18][CH3:19])[C:9]3[C:14]([OH:15])=[CH:13][N:12]=[C:11]([Cl:16])[C:10]=3[N:17]=2)=[N:4][O:5][N:6]=1.C(=O)([O-])[O-].[Cs+].[Cs+].[Br:26][CH2:27][CH2:28][CH2:29]Br. Product: [Br:26][CH2:27][CH2:28][CH2:29][O:15][C:14]1[C:9]2[N:8]([CH2:18][CH3:19])[C:7]([C:3]3[C:2]([NH2:1])=[N:6][O:5][N:4]=3)=[N:17][C:10]=2[C:11]([Cl:16])=[N:12][CH:13]=1. The catalyst class is: 18.